This data is from Full USPTO retrosynthesis dataset with 1.9M reactions from patents (1976-2016). The task is: Predict the reactants needed to synthesize the given product. Given the product [F:43][C:24]1[C:23]2[O:22][C:21]3[C:30](=[CH:31][C:18]([C:13]4[C:8]([F:7])=[N:9][CH:10]=[CH:11][CH:12]=4)=[CH:19][CH:20]=3)[C:29]3([C:35]4=[N:36][CH2:37][CH2:38][CH2:39][N:34]4[C:33]([NH2:40])=[N:32]3)[C:28]=2[CH:27]=[C:26]([O:41][CH3:42])[CH:25]=1, predict the reactants needed to synthesize it. The reactants are: C(=O)([O-])[O-].[K+].[K+].[F:7][C:8]1[C:13](B(O)O)=[CH:12][CH:11]=[CH:10][N:9]=1.Br[C:18]1[CH:31]=[C:30]2[C:21]([O:22][C:23]3[C:24]([F:43])=[CH:25][C:26]([O:41][CH3:42])=[CH:27][C:28]=3[C:29]32[C:35]2=[N:36][CH2:37][CH2:38][CH2:39][N:34]2[C:33]([NH2:40])=[N:32]3)=[CH:20][CH:19]=1.